From a dataset of Reaction yield outcomes from USPTO patents with 853,638 reactions. Predict the reaction yield, written as a fraction of the theoretical maximum amount of product (1.0 means a 100% yield; for example, 0.34 means a 34% yield). The reactants are [NH2:1][C:2]1[C:3]([NH:23][C:24]2[CH:25]=[C:26]([N:30]([CH3:38])[C:31](=[O:37])[O:32][C:33]([CH3:36])([CH3:35])[CH3:34])[CH:27]=[CH:28][CH:29]=2)=[N:4][CH:5]=[N:6][C:7]=1[N:8]([CH2:16][C:17]1[CH:22]=[CH:21][CH:20]=[CH:19][CH:18]=1)[CH2:9][C:10]1[CH:15]=[CH:14][CH:13]=[CH:12][CH:11]=1.Cl[C:40](Cl)([O:42]C(=O)OC(Cl)(Cl)Cl)Cl. The catalyst is C(Cl)Cl. The product is [CH2:16]([N:8]([CH2:9][C:10]1[CH:11]=[CH:12][CH:13]=[CH:14][CH:15]=1)[C:7]1[N:6]=[CH:5][N:4]=[C:3]2[C:2]=1[NH:1][C:40](=[O:42])[N:23]2[C:24]1[CH:25]=[C:26]([N:30]([CH3:38])[C:31](=[O:37])[O:32][C:33]([CH3:34])([CH3:35])[CH3:36])[CH:27]=[CH:28][CH:29]=1)[C:17]1[CH:22]=[CH:21][CH:20]=[CH:19][CH:18]=1. The yield is 0.920.